Dataset: Forward reaction prediction with 1.9M reactions from USPTO patents (1976-2016). Task: Predict the product of the given reaction. Given the reactants [Cl:1][C:2]1[CH:3]=[CH:4][C:5]([CH:8]([OH:15])C2C=CC=CC=2)=[N:6][CH:7]=1.Cl[C:17]1[CH:22]=[CH:21][N+:20]([O-:23])=[CH:19][CH:18]=1, predict the reaction product. The product is: [Cl:1][C:2]1[CH:3]=[CH:4][C:5]([CH2:8][O:15][C:17]2[CH:22]=[CH:21][N+:20]([O-:23])=[CH:19][CH:18]=2)=[N:6][CH:7]=1.